Dataset: Reaction yield outcomes from USPTO patents with 853,638 reactions. Task: Predict the reaction yield, written as a fraction of the theoretical maximum amount of product (1.0 means a 100% yield; for example, 0.34 means a 34% yield). (1) The reactants are Br[C:2]1[CH:3]=[C:4]([NH:9][C:10](=[O:15])[C:11]([CH3:14])([CH3:13])[CH3:12])[CH:5]=[CH:6][C:7]=1[F:8].[Li]CCCC.[N:21]1[C:30]2[C:25](=[CH:26][C:27]([CH:31]=[O:32])=[CH:28][CH:29]=2)[N:24]=[CH:23][CH:22]=1. The catalyst is C1COCC1. The product is [F:8][C:7]1[CH:6]=[CH:5][C:4]([NH:9][C:10](=[O:15])[C:11]([CH3:14])([CH3:13])[CH3:12])=[CH:3][C:2]=1[CH:31]([OH:32])[C:27]1[CH:26]=[C:25]2[C:30](=[CH:29][CH:28]=1)[N:21]=[CH:22][CH:23]=[N:24]2. The yield is 0.507. (2) The reactants are [NH2:1][CH:2]1[CH2:10][C:9]2[C:4](=[CH:5][CH:6]=[CH:7][CH:8]=2)[CH2:3]1.C1COCC1.C(N(CC)CC)C.[F:23][C:24]([F:35])([F:34])[C:25](O[C:25](=[O:26])[C:24]([F:35])([F:34])[F:23])=[O:26]. The catalyst is O.C(OCC)(=O)C. The product is [F:23][C:24]([F:35])([F:34])[C:25]([NH:1][CH:2]1[CH2:10][C:9]2[C:4](=[CH:5][CH:6]=[CH:7][CH:8]=2)[CH2:3]1)=[O:26]. The yield is 0.850. (3) The reactants are C(O[C:4](=[O:21])[CH2:5][CH:6]([NH:12][CH2:13][C:14]1[CH:19]=[CH:18][C:17]([F:20])=[CH:16][CH:15]=1)[CH2:7][CH2:8][CH:9]([CH3:11])[CH3:10])C.[CH3:22][S:23]([NH:26][C:27]1[CH:42]=[CH:41][C:30]2[NH:31][C:32]([CH2:37][C:38](O)=[O:39])=[N:33][S:34](=[O:36])(=[O:35])[C:29]=2[CH:28]=1)(=[O:25])=[O:24].Cl.CN(C)CCCN=C=NCC.CN1CCOCC1.[O-]CC.[Na+]. The catalyst is CN(C)C=O. The product is [F:20][C:17]1[CH:16]=[CH:15][C:14]([CH2:13][N:12]2[CH:6]([CH2:7][CH2:8][CH:9]([CH3:10])[CH3:11])[CH2:5][C:4]([OH:21])=[C:37]([C:32]3[NH:33][S:34](=[O:35])(=[O:36])[C:29]4[CH:28]=[C:27]([NH:26][S:23]([CH3:22])(=[O:25])=[O:24])[CH:42]=[CH:41][C:30]=4[N:31]=3)[C:38]2=[O:39])=[CH:19][CH:18]=1. The yield is 0.360. (4) The reactants are [Br:1][C:2]1[C:22]([F:23])=[CH:21][C:5]2[O:6][C:7]3[CH:19]=[C:18]([F:20])[CH:17]=[CH:16][C:8]=3[C@H:9]3[C@H:14]([NH2:15])[CH2:13][CH2:12][CH2:11][N:10]3[C:4]=2[CH:3]=1.C(N(CC)CC)C.[F:31][C:32]([F:39])([F:38])[C:33](OCC)=[O:34].O. The catalyst is CO. The product is [Br:1][C:2]1[C:22]([F:23])=[CH:21][C:5]2[O:6][C:7]3[CH:19]=[C:18]([F:20])[CH:17]=[CH:16][C:8]=3[C@H:9]3[C@H:14]([NH:15][C:33](=[O:34])[C:32]([F:39])([F:38])[F:31])[CH2:13][CH2:12][CH2:11][N:10]3[C:4]=2[CH:3]=1. The yield is 0.940. (5) The reactants are [CH3:1][O:2][CH2:3][CH2:4][O:5][C:6]1[CH:7]=[C:8]2[C:12](=[C:13]([NH:15][S:16]([C:19]3[S:20][CH:21]=[CH:22][CH:23]=3)(=[O:18])=[O:17])[CH:14]=1)[NH:11][C:10]([C:24]([O:26][CH2:27][CH3:28])=[O:25])=[CH:9]2.[C:29](=O)([O-])[O-].[K+].[K+].CN(C)C=O.CI. The catalyst is O. The product is [CH3:1][O:2][CH2:3][CH2:4][O:5][C:6]1[CH:7]=[C:8]2[C:12](=[C:13]([N:15]([CH3:29])[S:16]([C:19]3[S:20][CH:21]=[CH:22][CH:23]=3)(=[O:17])=[O:18])[CH:14]=1)[NH:11][C:10]([C:24]([O:26][CH2:27][CH3:28])=[O:25])=[CH:9]2. The yield is 0.850. (6) The reactants are [Br:1][C:2]1[CH:7]=[CH:6][C:5](I)=[C:4]([F:9])[CH:3]=1.C([Mg]Cl)(C)C.[C:15](O[C:15]([O:17][C:18]([CH3:21])([CH3:20])[CH3:19])=[O:16])([O:17][C:18]([CH3:21])([CH3:20])[CH3:19])=[O:16]. The catalyst is C1COCC1. The product is [Br:1][C:2]1[CH:7]=[CH:6][C:5]([C:15]([O:17][C:18]([CH3:21])([CH3:20])[CH3:19])=[O:16])=[C:4]([F:9])[CH:3]=1. The yield is 0.880. (7) The reactants are [NH2:1][CH:2]1[CH2:7][CH2:6][N:5]([CH2:8][CH2:9][N:10]2[C:15]3[CH:16]=[C:17]([F:20])[CH:18]=[CH:19][C:14]=3[O:13][CH2:12][C:11]2=[O:21])[CH2:4][CH2:3]1.[O:22]=[C:23]1[CH2:28][S:27][C:26]2[CH:29]=[CH:30][C:31]([CH:33]=O)=[N:32][C:25]=2[NH:24]1.C([BH3-])#N.[Na+]. No catalyst specified. The product is [F:20][C:17]1[CH:18]=[CH:19][C:14]2[O:13][CH2:12][C:11](=[O:21])[N:10]([CH2:9][CH2:8][N:5]3[CH2:4][CH2:3][CH:2]([NH:1][CH2:33][C:31]4[CH:30]=[CH:29][C:26]5[S:27][CH2:28][C:23](=[O:22])[NH:24][C:25]=5[N:32]=4)[CH2:7][CH2:6]3)[C:15]=2[CH:16]=1. The yield is 0.230. (8) The reactants are [F:1][C:2]1[C:7]2[O:8][CH2:9][O:10][C:6]=2[CH:5]=[C:4]([CH:11]=[O:12])[CH:3]=1.[BH4-].[Na+]. The catalyst is CO. The product is [F:1][C:2]1[C:7]2[O:8][CH2:9][O:10][C:6]=2[CH:5]=[C:4]([CH2:11][OH:12])[CH:3]=1. The yield is 0.980. (9) The reactants are O1C=C(CN)N=C1.[O:8]1[CH:12]=[CH:11][N:10]=[C:9]1[CH2:13][NH2:14].[F:15][C:16]1[CH:37]=[CH:36][C:19]([CH2:20][N:21]2[CH2:25][CH2:24][N:23]([C:26]3[CH:27]=[C:28]([CH:32]=[CH:33][N:34]=3)[C:29](O)=[O:30])[C:22]2=[O:35])=[CH:18][CH:17]=1. No catalyst specified. The product is [F:15][C:16]1[CH:17]=[CH:18][C:19]([CH2:20][N:21]2[CH2:25][CH2:24][N:23]([C:26]3[CH:27]=[C:28]([CH:32]=[CH:33][N:34]=3)[C:29]([NH:14][CH2:13][C:9]3[O:8][CH:12]=[CH:11][N:10]=3)=[O:30])[C:22]2=[O:35])=[CH:36][CH:37]=1. The yield is 0.490.